From a dataset of Reaction yield outcomes from USPTO patents with 853,638 reactions. Predict the reaction yield, written as a fraction of the theoretical maximum amount of product (1.0 means a 100% yield; for example, 0.34 means a 34% yield). (1) The reactants are [CH2:1]([C:4]1([C:18]2[CH:23]=[CH:22][CH:21]=[CH:20][CH:19]=2)[O:9][C:8](=[O:10])[N:7]([C:11]2[CH:16]=[CH:15][CH:14]=[C:13]([Br:17])[CH:12]=2)[CH2:6][CH2:5]1)[CH:2]=C.[O:24]=[O+][O-].[BH4-].[Na+]. The catalyst is C(Cl)Cl. The product is [Br:17][C:13]1[CH:12]=[C:11]([N:7]2[CH2:6][CH2:5][C:4]([CH2:1][CH2:2][OH:24])([C:18]3[CH:19]=[CH:20][CH:21]=[CH:22][CH:23]=3)[O:9][C:8]2=[O:10])[CH:16]=[CH:15][CH:14]=1. The yield is 0.370. (2) The reactants are [F:1][C:2]([F:35])([F:34])[C:3]([NH:5][C@@H:6]([CH3:33])[C@H:7]([O:16][C:17]1[CH:18]=[C:19]2[C:23](=[CH:24][CH:25]=1)[N:22]([C:26]1[CH:31]=[CH:30][C:29]([F:32])=[CH:28][CH:27]=1)[N:21]=[CH:20]2)[C:8]1[CH:13]=[CH:12][CH:11]=[C:10]([O:14]C)[CH:9]=1)=[O:4].[Cl-].[Al+3].[Cl-].[Cl-]. The catalyst is CC1C=CC=CC=1. The product is [F:34][C:2]([F:1])([F:35])[C:3]([NH:5][C@@H:6]([CH3:33])[C@H:7]([O:16][C:17]1[CH:18]=[C:19]2[C:23](=[CH:24][CH:25]=1)[N:22]([C:26]1[CH:27]=[CH:28][C:29]([F:32])=[CH:30][CH:31]=1)[N:21]=[CH:20]2)[C:8]1[CH:13]=[CH:12][CH:11]=[C:10]([OH:14])[CH:9]=1)=[O:4]. The yield is 0.420.